This data is from Reaction yield outcomes from USPTO patents with 853,638 reactions. The task is: Predict the reaction yield, written as a fraction of the theoretical maximum amount of product (1.0 means a 100% yield; for example, 0.34 means a 34% yield). (1) The reactants are [CH2:1]([O:3][C:4](=[O:20])[CH2:5][C:6](=[O:19])[CH:7]1[CH2:12][CH2:11][CH:10]([C:13]2[CH:18]=[CH:17][CH:16]=[CH:15][CH:14]=2)[CH2:9][CH2:8]1)[CH3:2].[F:21][C:22]([F:32])([F:31])[C:23]1[CH:24]=[C:25]([CH:28]=[CH:29][CH:30]=1)[CH:26]=O.C(O)(=O)C. The catalyst is C1(C)C=CC=CC=1.C(OCC)(=O)C.N1CCCCC1. The product is [CH2:1]([O:3][C:4](=[O:20])/[C:5](/[C:6]([CH:7]1[CH2:8][CH2:9][CH:10]([C:13]2[CH:14]=[CH:15][CH:16]=[CH:17][CH:18]=2)[CH2:11][CH2:12]1)=[O:19])=[CH:26]\[C:25]1[CH:28]=[CH:29][CH:30]=[C:23]([C:22]([F:21])([F:31])[F:32])[CH:24]=1)[CH3:2]. The yield is 0.680. (2) The catalyst is C1COCC1. The reactants are [CH2:1]([O:8][CH2:9][Li])[C:2]1[CH:7]=[CH:6][CH:5]=[CH:4][CH:3]=1.[Sn](COCC1C=CC=CC=1)(CCCC)(CCCC)CCCC.[Li]CCCC.[Br:38][C:39]1[CH:44]=[CH:43][C:42]([NH:45][C:46]2[C:47]([CH:56]=[O:57])=[CH:48][C:49]3[NH:53][CH:52]=[N:51][C:50]=3[C:54]=2[F:55])=[C:41]([Cl:58])[CH:40]=1. The product is [CH2:1]([O:8][CH2:9][CH:56]([C:47]1[C:46]([NH:45][C:42]2[CH:43]=[CH:44][C:39]([Br:38])=[CH:40][C:41]=2[Cl:58])=[C:54]([F:55])[C:50]2[N:51]=[CH:52][NH:53][C:49]=2[CH:48]=1)[OH:57])[C:2]1[CH:7]=[CH:6][CH:5]=[CH:4][CH:3]=1. The yield is 0.680.